Predict the reactants needed to synthesize the given product. From a dataset of Full USPTO retrosynthesis dataset with 1.9M reactions from patents (1976-2016). The reactants are: [OH:1][CH:2]1[CH:7]2[CH2:8][CH2:9][N:4]([CH2:5][CH2:6]2)[CH2:3]1.[O:10]([C:17]1[CH:18]=[C:19](O)[CH:20]=[CH:21][CH:22]=1)[C:11]1[CH:16]=[CH:15][CH:14]=[CH:13][CH:12]=1.CC(OC(/N=N/C(OC(C)C)=O)=O)C.C1(P(C2C=CC=CC=2)C2C=CC=CC=2)C=CC=CC=1. Given the product [O:10]([C:17]1[CH:18]=[C:19]([CH:20]=[CH:21][CH:22]=1)[O:1][CH:2]1[CH:7]2[CH2:8][CH2:9][N:4]([CH2:5][CH2:6]2)[CH2:3]1)[C:11]1[CH:16]=[CH:15][CH:14]=[CH:13][CH:12]=1, predict the reactants needed to synthesize it.